From a dataset of Forward reaction prediction with 1.9M reactions from USPTO patents (1976-2016). Predict the product of the given reaction. Given the reactants C([N:4]1[C:12]2[C:7](=[CH:8][CH:9]=[C:10]([Cl:13])[CH:11]=2)[C:6](=[C:14](Cl)[C:15]2[CH:20]=[CH:19][C:18]([CH2:21][N:22]3[CH:26]=[CH:25][N:24]=[CH:23]3)=[CH:17][CH:16]=2)[C:5]1=[O:28])(=O)C.[CH3:29][N:30]([CH2:32][C:33]([N:35]([CH3:43])[C:36]1[CH:41]=[CH:40][C:39]([NH2:42])=[CH:38][CH:37]=1)=[O:34])[CH3:31].C(N(CC)CC)C.N, predict the reaction product. The product is: [CH3:31][N:30]([CH2:32][C:33]([N:35]([C:36]1[CH:37]=[CH:38][C:39]([NH:42]/[C:14](=[C:6]2\[C:5](=[O:28])[NH:4][C:12]3[C:7]\2=[CH:8][CH:9]=[C:10]([Cl:13])[CH:11]=3)/[C:15]2[CH:16]=[CH:17][C:18]([CH2:21][N:22]3[CH:26]=[CH:25][N:24]=[CH:23]3)=[CH:19][CH:20]=2)=[CH:40][CH:41]=1)[CH3:43])=[O:34])[CH3:29].